This data is from Reaction yield outcomes from USPTO patents with 853,638 reactions. The task is: Predict the reaction yield, written as a fraction of the theoretical maximum amount of product (1.0 means a 100% yield; for example, 0.34 means a 34% yield). (1) The reactants are [Cl:1][C:2]1[N:6]([CH3:7])[N:5]=[C:4]([CH3:8])[C:3]=1[CH:9]=[O:10].C(=O)([O-])[O-].[K+].[K+].[Cl:17]Cl. The catalyst is ClC1C=CC=CC=1. The product is [Cl:1][C:2]1[N:6]([CH3:7])[N:5]=[C:4]([CH3:8])[C:3]=1[C:9]([Cl:17])=[O:10]. The yield is 0.950. (2) The reactants are [S:1]([O:8]S(C(F)(F)F)(=O)=O)([C:4]([F:7])([F:6])[F:5])(=[O:3])=[O:2].[C:16]([C:20]1[CH:25]=[CH:24][C:23](O)=[C:22]([N+:27]([O-:29])=[O:28])[CH:21]=1)([CH3:19])([CH3:18])[CH3:17].N1C=CC=CC=1.C([O-])(O)=O.[Na+]. The catalyst is C(Cl)Cl. The product is [C:16]([C:20]1[CH:25]=[CH:24][C:23]([O:8][S:1]([C:4]([F:7])([F:6])[F:5])(=[O:3])=[O:2])=[C:22]([N+:27]([O-:29])=[O:28])[CH:21]=1)([CH3:19])([CH3:17])[CH3:18]. The yield is 0.870. (3) The reactants are [CH:1]1([C:4]2[CH:5]=[C:6]3[C:11](=[CH:12][CH:13]=2)[CH:10]=[N:9][CH:8]=[CH:7]3)[CH2:3][CH2:2]1.[In].[NH4+].[Cl-]. The catalyst is CCO. The product is [CH:1]1([C:4]2[CH:5]=[C:6]3[C:11](=[CH:12][CH:13]=2)[CH2:10][NH:9][CH2:8][CH2:7]3)[CH2:3][CH2:2]1. The yield is 0.580. (4) The reactants are [CH2:1]([C:8]1[N:12]([CH3:13])[N:11]=[CH:10][C:9]=1Br)[C:2]1[CH:7]=[CH:6][CH:5]=[CH:4][CH:3]=1.[B:15](OC(C)C)([O:20]C(C)C)[O:16]C(C)C.[Li]CCCC. The catalyst is C1COCC1.CCCCCC. The product is [CH2:1]([C:8]1[N:12]([CH3:13])[N:11]=[CH:10][C:9]=1[B:15]([OH:20])[OH:16])[C:2]1[CH:7]=[CH:6][CH:5]=[CH:4][CH:3]=1. The yield is 0.390. (5) The reactants are [Cl:1][C:2]1[N:11]=[CH:10][CH:9]=[C:8]([CH3:12])[C:3]=1[C:4](OC)=[O:5].[H-].[Al+3].[Li+].[H-].[H-].[H-].O. The catalyst is C1COCC1. The product is [Cl:1][C:2]1[C:3]([CH2:4][OH:5])=[C:8]([CH3:12])[CH:9]=[CH:10][N:11]=1. The yield is 0.382. (6) The reactants are [Cl:1][C:2]1[C:3]([O:12][C:13]2[CH:18]=[C:17]([O:19][CH2:20][CH2:21][O:22][CH3:23])[CH:16]=[CH:15][C:14]=2[CH2:24][CH2:25][CH2:26][N:27]2C(=O)C3C(=CC=CC=3)C2=O)=[N:4][CH:5]=[C:6]([C:8]([F:11])([F:10])[F:9])[CH:7]=1.O.NN. The catalyst is CO. The product is [Cl:1][C:2]1[C:3]([O:12][C:13]2[CH:18]=[C:17]([O:19][CH2:20][CH2:21][O:22][CH3:23])[CH:16]=[CH:15][C:14]=2[CH2:24][CH2:25][CH2:26][NH2:27])=[N:4][CH:5]=[C:6]([C:8]([F:10])([F:9])[F:11])[CH:7]=1. The yield is 0.540.